Dataset: Peptide-MHC class I binding affinity with 185,985 pairs from IEDB/IMGT. Task: Regression. Given a peptide amino acid sequence and an MHC pseudo amino acid sequence, predict their binding affinity value. This is MHC class I binding data. (1) The binding affinity (normalized) is 0.886. The MHC is HLA-A02:03 with pseudo-sequence HLA-A02:03. The peptide sequence is KIAPGIADI. (2) The MHC is HLA-A02:16 with pseudo-sequence HLA-A02:16. The binding affinity (normalized) is 0.0847. The peptide sequence is LVKSAWLSL. (3) The peptide sequence is EVADRVIFM. The MHC is HLA-A02:06 with pseudo-sequence HLA-A02:06. The binding affinity (normalized) is 0.710. (4) The peptide sequence is DVEKEKFVAT. The MHC is HLA-A68:02 with pseudo-sequence HLA-A68:02. The binding affinity (normalized) is 0. (5) The peptide sequence is RPMPGTRKV. The MHC is HLA-B07:02 with pseudo-sequence HLA-B07:02. The binding affinity (normalized) is 0.908. (6) The peptide sequence is NQESNKYRI. The MHC is HLA-A30:02 with pseudo-sequence HLA-A30:02. The binding affinity (normalized) is 0. (7) The peptide sequence is MASSVLLWM. The MHC is HLA-B58:01 with pseudo-sequence HLA-B58:01. The binding affinity (normalized) is 1.00. (8) The peptide sequence is TSASFTDLY. The MHC is HLA-A01:01 with pseudo-sequence HLA-A01:01. The binding affinity (normalized) is 1.00. (9) The peptide sequence is TSIDRFLAV. The MHC is HLA-B08:01 with pseudo-sequence HLA-B08:01. The binding affinity (normalized) is 0.550.